This data is from Catalyst prediction with 721,799 reactions and 888 catalyst types from USPTO. The task is: Predict which catalyst facilitates the given reaction. Reactant: [CH3:1][C:2]1[O:3][C:4]2[C:9]([C:10](=[O:12])[CH:11]=1)=[CH:8][CH:7]=[CH:6][C:5]=2[CH:13]=[C:14]([C:18](=[O:20])[CH3:19])[C:15](=O)[CH3:16].[NH2:21][C:22]1[N:27]=[CH:26][NH:25][C:24](=[O:28])[CH:23]=1. Product: [C:18]([C:14]1[CH:13]([C:5]2[CH:6]=[CH:7][CH:8]=[C:9]3[C:4]=2[O:3][C:2]([CH3:1])=[CH:11][C:10]3=[O:12])[C:23]2[C:24](=[O:28])[NH:25][CH:26]=[N:27][C:22]=2[NH:21][C:15]=1[CH3:16])(=[O:20])[CH3:19]. The catalyst class is: 32.